Dataset: Forward reaction prediction with 1.9M reactions from USPTO patents (1976-2016). Task: Predict the product of the given reaction. (1) Given the reactants [ClH:1].Cl.[CH2:3]([N:10]([CH2:18][C:19]1([NH:22][CH3:23])[CH2:21][CH2:20]1)[C:11]1[CH:12]=[N:13][C:14]([Cl:17])=[CH:15][CH:16]=1)[C:4]1[CH:9]=[CH:8][CH:7]=[CH:6][CH:5]=1.[CH2:24]=O.Cl, predict the reaction product. The product is: [ClH:17].[CH2:3]([N:10]([CH2:18][C:19]1([N:22]([CH3:23])[CH3:24])[CH2:21][CH2:20]1)[C:11]1[CH:12]=[N:13][CH:14]=[CH:15][C:16]=1[Cl:1])[C:4]1[CH:9]=[CH:8][CH:7]=[CH:6][CH:5]=1. (2) Given the reactants [Cl:1][C:2]1[CH:7]=[C:6]([I:8])[CH:5]=[CH:4][C:3]=1[NH:9][C:10]1[CH:18]=[N:17][CH:16]=[CH:15][C:11]=1[C:12](O)=[O:13].C([O-])(=O)C.[NH4+:23], predict the reaction product. The product is: [Cl:1][C:2]1[CH:7]=[C:6]([I:8])[CH:5]=[CH:4][C:3]=1[NH:9][C:10]1[CH:18]=[N:17][CH:16]=[CH:15][C:11]=1[C:12]([NH2:23])=[O:13].